Dataset: Catalyst prediction with 721,799 reactions and 888 catalyst types from USPTO. Task: Predict which catalyst facilitates the given reaction. (1) Reactant: Cl.Cl[CH2:3][C:4]1[N:8]2[CH:9]=[CH:10][CH:11]=[CH:12][C:7]2=[N:6][C:5]=1[C:13]1[CH:18]=[CH:17][C:16]([Cl:19])=[CH:15][CH:14]=1.[C-:20]#[N:21].[Na+].[Na+].[I-]. Product: [Cl:19][C:16]1[CH:17]=[CH:18][C:13]([C:5]2[N:6]=[C:7]3[CH:12]=[CH:11][CH:10]=[CH:9][N:8]3[C:4]=2[CH2:3][C:20]#[N:21])=[CH:14][CH:15]=1. The catalyst class is: 10. (2) Reactant: [NH2:1][C:2]1[CH:25]=[CH:24][C:5]([C:6]([NH:8][CH2:9][CH2:10][N:11]2[CH2:16][CH2:15][N:14]([CH2:17][C:18]3[CH:23]=[CH:22][CH:21]=[CH:20][CH:19]=3)[CH2:13][CH2:12]2)=[O:7])=[C:4]([O:26][CH3:27])[CH:3]=1.[F:28][C:29]([F:41])([F:40])[O:30][C:31]1[CH:36]=[CH:35][C:34]([N:37]=[C:38]=[O:39])=[CH:33][CH:32]=1.C(O)C(N)(CO)CO. Product: [CH2:17]([N:14]1[CH2:13][CH2:12][N:11]([CH2:10][CH2:9][NH:8][C:6](=[O:7])[C:5]2[CH:24]=[CH:25][C:2]([NH:1][C:38]([NH:37][C:34]3[CH:35]=[CH:36][C:31]([O:30][C:29]([F:28])([F:40])[F:41])=[CH:32][CH:33]=3)=[O:39])=[CH:3][C:4]=2[O:26][CH3:27])[CH2:16][CH2:15]1)[C:18]1[CH:19]=[CH:20][CH:21]=[CH:22][CH:23]=1. The catalyst class is: 4. (3) Reactant: [CH3:1][O:2][C:3]1[CH:34]=[C:33]([O:35][CH3:36])[CH:32]=[CH:31][C:4]=1[CH2:5][N:6]1[C:11](=[O:12])[C:10]([C:13]([O:15]C)=[O:14])=[C:9]([OH:17])[C:8]2[CH2:18][CH2:19][CH2:20][CH2:21][C:22]3[CH:27]=[C:26]([N:28]([CH3:30])[CH3:29])[CH:25]=[CH:24][C:23]=3[C:7]1=2.[Li+].[I-].Cl. Product: [CH3:1][O:2][C:3]1[CH:34]=[C:33]([O:35][CH3:36])[CH:32]=[CH:31][C:4]=1[CH2:5][N:6]1[C:11](=[O:12])[C:10]([C:13]([OH:15])=[O:14])=[C:9]([OH:17])[C:8]2[CH2:18][CH2:19][CH2:20][CH2:21][C:22]3[CH:27]=[C:26]([N:28]([CH3:30])[CH3:29])[CH:25]=[CH:24][C:23]=3[C:7]1=2. The catalyst class is: 25.